This data is from Forward reaction prediction with 1.9M reactions from USPTO patents (1976-2016). The task is: Predict the product of the given reaction. (1) Given the reactants C(OC(=O)[NH:7][CH2:8][CH2:9][C:10](=[O:13])[NH:11][CH3:12])(C)(C)C.[F:15][C:16]([F:21])([F:20])[C:17]([OH:19])=[O:18], predict the reaction product. The product is: [NH2:7][CH2:8][CH2:9][C:10]([NH:11][CH3:12])=[O:13].[C:17]([OH:19])([C:16]([F:21])([F:20])[F:15])=[O:18]. (2) Given the reactants FC(F)(F)C([NH:5][C@@H:6]1[C:15]2[C:10](=[CH:11][CH:12]=[CH:13][CH:14]=2)[C@H:9]([OH:16])[CH2:8][CH2:7]1)=O.[OH-].[Na+].Cl, predict the reaction product. The product is: [NH2:5][C@@H:6]1[C:15]2[C:10](=[CH:11][CH:12]=[CH:13][CH:14]=2)[C@H:9]([OH:16])[CH2:8][CH2:7]1.